From a dataset of Full USPTO retrosynthesis dataset with 1.9M reactions from patents (1976-2016). Predict the reactants needed to synthesize the given product. Given the product [N:16]1[C:15]2[NH:11][CH:12]=[C:13]([C:20]#[N:21])[C:14]=2[CH:19]=[N:18][CH:17]=1, predict the reactants needed to synthesize it. The reactants are: S([N:11]1[C:15]2[N:16]=[CH:17][N:18]=[CH:19][C:14]=2[C:13]([C:20]#[N:21])=[CH:12]1)(C1C=CC(C)=CC=1)(=O)=O.CCCC[N+](CCCC)(CCCC)CCCC.[F-].[NH4+].[Cl-].